From a dataset of Peptide-MHC class I binding affinity with 185,985 pairs from IEDB/IMGT. Regression. Given a peptide amino acid sequence and an MHC pseudo amino acid sequence, predict their binding affinity value. This is MHC class I binding data. (1) The peptide sequence is GITRPTTVV. The MHC is HLA-A02:03 with pseudo-sequence HLA-A02:03. The binding affinity (normalized) is 0.383. (2) The MHC is HLA-B15:03 with pseudo-sequence HLA-B15:03. The peptide sequence is VKSMILHEIL. The binding affinity (normalized) is 0.388. (3) The peptide sequence is FTSAALRNL. The MHC is H-2-Kb with pseudo-sequence H-2-Kb. The binding affinity (normalized) is 0.201. (4) The peptide sequence is ATFRLECPY. The MHC is HLA-B48:01 with pseudo-sequence HLA-B48:01. The binding affinity (normalized) is 0.0847.